From a dataset of Catalyst prediction with 721,799 reactions and 888 catalyst types from USPTO. Predict which catalyst facilitates the given reaction. (1) Reactant: [CH:1]([C:4]1[N:5]=[C:6]2[C:11]([Cl:12])=[CH:10][CH:9]=[CH:8][N:7]2[C:13]=1[C:14]1[CH:15]=[C:16]([OH:20])[CH:17]=[CH:18][CH:19]=1)([CH3:3])[CH3:2].F[C:22]1[CH:27]=[CH:26][C:25]([S:28]([N:31]([CH2:41][C:42]2[CH:47]=[CH:46][C:45]([O:48][CH3:49])=[CH:44][CH:43]=2)[CH2:32][C:33]2[CH:38]=[CH:37][C:36]([O:39][CH3:40])=[CH:35][CH:34]=2)(=[O:30])=[O:29])=[CH:24][CH:23]=1.O. Product: [Cl:12][C:11]1[C:6]2[N:7]([C:13]([C:14]3[CH:15]=[C:16]([CH:17]=[CH:18][CH:19]=3)[O:20][C:22]3[CH:27]=[CH:26][C:25]([S:28]([N:31]([CH2:41][C:42]4[CH:43]=[CH:44][C:45]([O:48][CH3:49])=[CH:46][CH:47]=4)[CH2:32][C:33]4[CH:38]=[CH:37][C:36]([O:39][CH3:40])=[CH:35][CH:34]=4)(=[O:30])=[O:29])=[CH:24][CH:23]=3)=[C:4]([CH:1]([CH3:3])[CH3:2])[N:5]=2)[CH:8]=[CH:9][CH:10]=1. The catalyst class is: 3. (2) Reactant: [Br:1][C:2]1[CH:3]=[C:4]([CH2:8][C:9]([OH:11])=[O:10])[CH:5]=[CH:6][CH:7]=1.C[Si]([N-][Si](C)(C)C)(C)C.[Na+].I[CH2:23][CH:24]([CH3:26])[CH3:25]. Product: [Br:1][C:2]1[CH:3]=[C:4]([CH:8]([CH2:23][CH:24]([CH3:26])[CH3:25])[C:9]([OH:11])=[O:10])[CH:5]=[CH:6][CH:7]=1. The catalyst class is: 11. (3) Reactant: Cl[C:2]1[N:7]=[C:6]([O:8]C)[C:5]([C:10]([NH:12][CH2:13][C:14]2[CH:19]=[CH:18][CH:17]=[C:16]([F:20])[CH:15]=2)=[O:11])=[C:4]([CH3:21])[CH:3]=1.[NH:22]1[CH2:27][CH2:26][O:25][CH2:24][CH2:23]1.[OH-].[Na+]. Product: [F:20][C:16]1[CH:15]=[C:14]([CH2:13][NH:12][C:10]([C:5]2[C:6]([OH:8])=[N:7][C:2]([N:22]3[CH2:27][CH2:26][O:25][CH2:24][CH2:23]3)=[CH:3][C:4]=2[CH3:21])=[O:11])[CH:19]=[CH:18][CH:17]=1. The catalyst class is: 25. (4) Reactant: [CH2:1]([N:8]1[C:17](=[O:18])[C:16]2[C:11](=[CH:12][C:13]([Cl:19])=[CH:14][CH:15]=2)[N:10]=[C:9]1[CH:20](Br)[C:21]([N:23]([CH3:25])[CH3:24])=[O:22])[C:2]1[CH:7]=[CH:6][CH:5]=[CH:4][CH:3]=1.CN(C)C=O.[C:32]([NH:39][CH2:40][CH2:41][CH2:42][NH2:43])([O:34][C:35]([CH3:38])([CH3:37])[CH3:36])=[O:33].O. Product: [CH2:1]([N:8]1[C:17](=[O:18])[C:16]2[C:11](=[CH:12][C:13]([Cl:19])=[CH:14][CH:15]=2)[N:10]=[C:9]1[CH:20]([NH:43][CH2:42][CH2:41][CH2:40][NH:39][C:32](=[O:33])[O:34][C:35]([CH3:37])([CH3:36])[CH3:38])[C:21]([N:23]([CH3:25])[CH3:24])=[O:22])[C:2]1[CH:7]=[CH:6][CH:5]=[CH:4][CH:3]=1. The catalyst class is: 13. (5) Reactant: [Cl:1][C:2]1[CH:7]=[CH:6][C:5]([OH:8])=[CH:4][C:3]=1[CH:9]([CH3:28])[C:10]([C:16]1[CH:17]=[CH:18][C:19]2[O:24][CH2:23][C:22](=[O:25])[N:21]([CH3:26])[C:20]=2[CH:27]=1)([OH:15])[C:11]([F:14])([F:13])[F:12].[CH2:29]([O:31][C:32]([C:34]1[CH:35]=[C:36](B(O)O)[CH:37]=[CH:38][CH:39]=1)=[O:33])[CH3:30].N1C=CC=CC=1. Product: [CH2:29]([O:31][C:32](=[O:33])[C:34]1[CH:35]=[CH:36][CH:37]=[C:38]([O:8][C:5]2[CH:6]=[CH:7][C:2]([Cl:1])=[C:3]([CH:9]([CH3:28])[C:10]([OH:15])([C:16]3[CH:17]=[CH:18][C:19]4[O:24][CH2:23][C:22](=[O:25])[N:21]([CH3:26])[C:20]=4[CH:27]=3)[C:11]([F:12])([F:13])[F:14])[CH:4]=2)[CH:39]=1)[CH3:30]. The catalyst class is: 302. (6) Reactant: [CH3:1][N:2]1[CH2:7][CH2:6][C:5]([CH2:14][NH2:15])([C:8]2[CH:13]=[CH:12][CH:11]=[CH:10][CH:9]=2)[CH2:4][CH2:3]1.[C:16]([C:18]1[C:19]([CH2:31][CH3:32])=[C:20]([C:28](Cl)=[O:29])[C:21]2[C:26]([CH:27]=1)=[CH:25][CH:24]=[CH:23][CH:22]=2)#[N:17]. Product: [CH3:1][N:2]1[CH2:7][CH2:6][C:5]([C:8]2[CH:13]=[CH:12][CH:11]=[CH:10][CH:9]=2)([CH2:14][NH:15][C:28]([C:20]2[C:21]3[C:26](=[CH:25][CH:24]=[CH:23][CH:22]=3)[CH:27]=[C:18]([C:16]#[N:17])[C:19]=2[CH2:31][CH3:32])=[O:29])[CH2:4][CH2:3]1. The catalyst class is: 28. (7) Reactant: O1CCCC1.[F:6][C:7]1[CH:25]=[CH:24][C:10]([CH2:11][O:12][C:13]2[N:18]=[CH:17][C:16]([CH2:19][C:20](Cl)=[N:21][OH:22])=[CH:15][CH:14]=2)=[CH:9][CH:8]=1.[C:26]([C:28]1[C:29]([NH2:34])=[N:30][CH:31]=[CH:32][CH:33]=1)#[CH:27].C(N(CC)CC)C. Product: [F:6][C:7]1[CH:25]=[CH:24][C:10]([CH2:11][O:12][C:13]2[N:18]=[CH:17][C:16]([CH2:19][C:20]3[CH:27]=[C:26]([C:28]4[C:29]([NH2:34])=[N:30][CH:31]=[CH:32][CH:33]=4)[O:22][N:21]=3)=[CH:15][CH:14]=2)=[CH:9][CH:8]=1. The catalyst class is: 6.